This data is from Blood-brain barrier permeability regression values from the B3DB database. The task is: Regression/Classification. Given a drug SMILES string, predict its absorption, distribution, metabolism, or excretion properties. Task type varies by dataset: regression for continuous measurements (e.g., permeability, clearance, half-life) or binary classification for categorical outcomes (e.g., BBB penetration, CYP inhibition). For this dataset (b3db_regression), we predict Y. (1) The molecule is CN1C=NC2C1C(=O)N(C(=O)N2)C. The Y is 0.0600 log(BB ratio). (2) The compound is CC1=C(C(=CC=C1)C)NC2=NC=C(N3C2=CN=C3)C4=CC(=CC=C4)OCCN5CCCC5. The Y is -0.0500 log(BB ratio). (3) The Y is 0.280 log(BB ratio). The molecule is C[C@H]1CN2C3=C(CN1CC=C(C)C)C=C(C=C3NC2=S)Cl. (4) The molecule is CCC1(C(=O)NC(=O)NC1=O)CCC(C)C. The Y is 0.0400 log(BB ratio). (5) The compound is CC(C)NCC(C1=CC=C(C=C1)NS(=O)(=O)C)O. The Y is -0.280 log(BB ratio). (6) The compound is CN1CCN(CC1)CC2=CC=C(C=C2)C(=O)NC3=C(C=CC(=C3)C4=CC=CC=C4)N. The Y is 0.560 log(BB ratio). (7) The drug is CC[C@H](C)C(=O)O[C@H]1C[C@H](C=C2[C@H]1[C@H]([C@H](C=C2)C)CC[C@@H]3C[C@H](CC(=O)O3)O)C. The Y is -0.0700 log(BB ratio). (8) The drug is COC(C(Cl)Cl)(F)F. The Y is 0.200 log(BB ratio).